This data is from Forward reaction prediction with 1.9M reactions from USPTO patents (1976-2016). The task is: Predict the product of the given reaction. Given the reactants [F:1][C:2]1[CH:3]=[C:4]([CH:15]=[C:16]([F:23])[C:17]=1[NH:18][S:19]([CH3:22])(=[O:21])=[O:20])[CH2:5][NH:6][C:7]([C:9]1[S:10][C:11](Br)=[CH:12][CH:13]=1)=[O:8].[C:24]([C:28]1[CH:33]=[CH:32][C:31](B(O)O)=[CH:30][CH:29]=1)([CH3:27])([CH3:26])[CH3:25], predict the reaction product. The product is: [F:1][C:2]1[CH:3]=[C:4]([CH:15]=[C:16]([F:23])[C:17]=1[NH:18][S:19]([CH3:22])(=[O:21])=[O:20])[CH2:5][NH:6][C:7]([C:9]1[S:10][C:11]([C:31]2[CH:32]=[CH:33][C:28]([C:24]([CH3:27])([CH3:26])[CH3:25])=[CH:29][CH:30]=2)=[CH:12][CH:13]=1)=[O:8].